Dataset: Catalyst prediction with 721,799 reactions and 888 catalyst types from USPTO. Task: Predict which catalyst facilitates the given reaction. (1) Reactant: [C:1]([O:4][C:5](Cl)=[O:6])([CH3:3])=[CH2:2].[CH2:8]([SH:10])[CH3:9].C(N(CC)CC)C. Product: [CH2:8]([S:10][C:5](=[O:6])[O:4][C:1]([CH3:3])=[CH2:2])[CH3:9]. The catalyst class is: 28. (2) Reactant: [N:1]1[C:2]([C:10]([O:12][CH2:13][CH3:14])=[O:11])=[CH:3][N:4]2[CH2:9][CH2:8][NH:7][CH2:6][C:5]=12.Cl[C:16]1[CH:21]=[C:20]([C:22]2[C:27]([CH3:28])=[CH:26][C:25]([CH3:29])=[CH:24][N:23]=2)[C:19]([Cl:30])=[CH:18][N:17]=1.[F-].[Cs+]. Product: [Cl:30][C:19]1[C:20]([C:22]2[C:27]([CH3:28])=[CH:26][C:25]([CH3:29])=[CH:24][N:23]=2)=[CH:21][C:16]([N:7]2[CH2:8][CH2:9][N:4]3[CH:3]=[C:2]([C:10]([O:12][CH2:13][CH3:14])=[O:11])[N:1]=[C:5]3[CH2:6]2)=[N:17][CH:18]=1. The catalyst class is: 148. (3) Reactant: [I:1][C:2]1[CH:10]=[CH:9][C:5]([C:6]([OH:8])=O)=[CH:4][CH:3]=1.C(P(=O)(OCC)OCC)#N.CN1CCOCC1.[NH2:28][CH2:29][CH2:30][CH2:31][NH:32][C:33]1[C:37]2=[C:38]([S:42]([NH:45][C:46]([CH3:49])([CH3:48])[CH3:47])(=[O:44])=[O:43])[CH:39]=[CH:40][CH:41]=[C:36]2[S:35][N:34]=1. Product: [C:46]([NH:45][S:42]([C:38]1[C:37]2[C:33]([NH:32][CH2:31][CH2:30][CH2:29][NH:28][C:6](=[O:8])[C:5]3[CH:4]=[CH:3][C:2]([I:1])=[CH:10][CH:9]=3)=[N:34][S:35][C:36]=2[CH:41]=[CH:40][CH:39]=1)(=[O:44])=[O:43])([CH3:49])([CH3:48])[CH3:47]. The catalyst class is: 2. (4) Product: [Br:18][C:19]1[S:23][C:22]([C:24]2[N:1]=[C:2]3[CH:7]=[N:6][CH:5]=[CH:4][N:3]3[C:17]=2[NH:16][CH:14]([C:8]2[CH:13]=[CH:12][CH:11]=[CH:10][CH:9]=2)[CH3:15])=[CH:21][CH:20]=1. Reactant: [NH2:1][C:2]1[CH:7]=[N:6][CH:5]=[CH:4][N:3]=1.[C:8]1([CH:14]([N+:16]#[C-:17])[CH3:15])[CH:13]=[CH:12][CH:11]=[CH:10][CH:9]=1.[Br:18][C:19]1[S:23][C:22]([CH:24]=O)=[CH:21][CH:20]=1.Cl(O)(=O)(=O)=O.C(=O)([O-])[O-].[Na+].[Na+]. The catalyst class is: 22. (5) The catalyst class is: 168. Product: [CH3:45][N:46]([CH3:51])[CH2:47][CH2:48][O:25][C:24](=[O:26])[C:23]1[CH:27]=[CH:28][C:20]([CH2:19][N:16]2[C:17](=[O:18])[C:12]3[CH:11]=[C:10]([C:8](=[O:9])[NH:7][CH2:6][C:5]4[CH:32]=[CH:33][CH:34]=[C:3]([O:2][CH3:1])[CH:4]=4)[S:31][C:13]=3[N:14]([CH3:30])[C:15]2=[O:29])=[CH:21][CH:22]=1. Reactant: [CH3:1][O:2][C:3]1[CH:4]=[C:5]([CH:32]=[CH:33][CH:34]=1)[CH2:6][NH:7][C:8]([C:10]1[S:31][C:13]2[N:14]([CH3:30])[C:15](=[O:29])[N:16]([CH2:19][C:20]3[CH:28]=[CH:27][C:23]([C:24]([OH:26])=[O:25])=[CH:22][CH:21]=3)[C:17](=[O:18])[C:12]=2[CH:11]=1)=[O:9].C1C=CC2N(O)N=NC=2C=1.[CH3:45][N:46]1[CH2:51]CO[CH2:48][CH2:47]1.CN(C)CCO.CCN=C=NCCCN(C)C. (6) Reactant: [CH2:1]([N+:5]([CH2:14][CH2:15][CH2:16][CH3:17])([CH2:10][CH2:11][CH2:12][CH3:13])[CH2:6][CH2:7][CH2:8][CH3:9])[CH2:2][CH2:3][CH3:4].C([N+](CC[CH2:33][CH3:34])(CCCC)CCCC)CCC.C([N+](CCCC)(CCCC)CCCC)CCC.C([N+](CCCC)(CCCC)CCCC)CCC.[O-:69][P:70]([O:73][P:74]([O-:77])([O-:76])=[O:75])(=[O:72])[O-:71].CS(OCCCCC#C)(=O)=O.C(Cl)Cl.C(N(CCCC)CCCC)CCC. Product: [CH2:10]([NH+:5]([CH2:1][CH2:2][CH2:3][CH3:4])[CH2:6][CH2:7][CH2:8][CH3:9])[CH2:11][CH2:12][CH3:13].[CH2:10]([NH+:5]([CH2:1][CH2:2][CH2:3][CH3:4])[CH2:6][CH2:7][CH2:8][CH3:9])[CH2:11][CH2:12][CH3:13].[CH2:10]([NH+:5]([CH2:1][CH2:2][CH2:3][CH3:4])[CH2:6][CH2:7][CH2:8][CH3:9])[CH2:11][CH2:12][CH3:13].[O:71]([CH2:33][CH2:34][CH2:14][CH2:15][C:16]#[CH:17])[P:70]([O:73][P:74]([O-:77])([O-:76])=[O:75])(=[O:69])[O-:72]. The catalyst class is: 8. (7) Reactant: Cl.[CH3:2][NH:3][CH:4]1[CH2:9][CH2:8][CH:7]([O:10][C:11]2[C:22]3[C:21]4[C@@H:20]([CH2:23][C@H:24]([C:26]5[CH:30]=[CH:29][NH:28][N:27]=5)[OH:25])[CH2:19][CH2:18][C:17]=4[S:16][C:15]=3[N:14]=[CH:13][N:12]=2)[CH2:6][CH2:5]1.C=O.[BH3-][C:34]#N.[Na+]. Product: [CH3:2][N:3]([CH3:34])[CH:4]1[CH2:5][CH2:6][CH:7]([O:10][C:11]2[N:12]=[CH:13][N:14]=[C:15]3[C:22]=2[C:21]2[C@@H:20]([CH2:23][C@H:24]([C:26]4[CH:30]=[CH:29][NH:28][N:27]=4)[OH:25])[CH2:19][CH2:18][C:17]=2[S:16]3)[CH2:8][CH2:9]1. The catalyst class is: 5. (8) Reactant: Cl.Cl.[CH2:3]([CH:5]1[N:22]([CH3:23])[CH:21]=[C:8]2[C:9]3[CH:19]=[C:18]([F:20])[CH:17]=[C:11]4[CH:12]=[CH:13][C:14](=[N:15][NH:16][C:7]2=[C:6]1[C:24]1[CH2:25][CH2:26][NH:27][CH2:28][CH:29]=1)[C:10]=34)[CH3:4].C(N(CC)CC)C.[CH3:37][S:38](Cl)(=[O:40])=[O:39]. Product: [CH2:3]([CH:5]1[N:22]([CH3:23])[CH:21]=[C:8]2[C:9]3[CH:19]=[C:18]([F:20])[CH:17]=[C:11]4[CH:12]=[CH:13][C:14](=[N:15][NH:16][C:7]2=[C:6]1[C:24]1[CH2:25][CH2:26][N:27]([S:38]([CH3:37])(=[O:40])=[O:39])[CH2:28][CH:29]=1)[C:10]=34)[CH3:4]. The catalyst class is: 4. (9) Reactant: [NH:1]1[C:9]2[C:4](=[CH:5][CH:6]=[CH:7][CH:8]=2)[CH2:3][C:2]1=[O:10].[CH:11](OCC)=[O:12].CC[O-].[Na+].Cl. Product: [OH:12][CH:11]=[C:3]1[C:4]2[C:9](=[CH:8][CH:7]=[CH:6][CH:5]=2)[NH:1][C:2]1=[O:10]. The catalyst class is: 88. (10) Reactant: [F:1][C:2]1[CH:3]=[CH:4][C:5]([CH3:9])=[C:6]([OH:8])[CH:7]=1.C(P(CCCC)CCCC)CCC.O[CH2:24][C:25]1[C:34]([C:35]2[CH:40]=[CH:39][C:38]([O:41][CH2:42][C:43]3[CH:48]=[CH:47][C:46]([O:49][CH3:50])=[CH:45][CH:44]=3)=[CH:37][C:36]=2[O:51][CH3:52])=[CH:33][CH:32]=[C:31]2[C:26]=1[C:27]([CH3:55])=[CH:28][C:29]([CH3:54])([CH3:53])[NH:30]2.N(C(OC(C)C)=O)=NC(OC(C)C)=O. Product: [F:1][C:2]1[CH:3]=[CH:4][C:5]([CH3:9])=[C:6]([CH:7]=1)[O:8][CH2:24][C:25]1[C:34]([C:35]2[CH:40]=[CH:39][C:38]([O:41][CH2:42][C:43]3[CH:44]=[CH:45][C:46]([O:49][CH3:50])=[CH:47][CH:48]=3)=[CH:37][C:36]=2[O:51][CH3:52])=[CH:33][CH:32]=[C:31]2[C:26]=1[C:27]([CH3:55])=[CH:28][C:29]([CH3:54])([CH3:53])[NH:30]2. The catalyst class is: 7.